This data is from Experimentally validated miRNA-target interactions with 360,000+ pairs, plus equal number of negative samples. The task is: Binary Classification. Given a miRNA mature sequence and a target amino acid sequence, predict their likelihood of interaction. (1) The miRNA is hsa-miR-16-5p with sequence UAGCAGCACGUAAAUAUUGGCG. The protein sequence of the target gene is MPGTPGSLEMGLLTFRDVAIEFSPEEWQCLDTAQQNLYRNVMLENYRNLAFLGIALSKPDLITYLEQGKEPWNMKQHEMVDEPTGICPHFPQDFWPEQSMEDSFQKVLLRKYEKCGHENLQLRKGCKSVDECKVHKEGYNKLNQCLTTAQSKVFQCGKYLKVFYKFLNSNRHTIRHTGKKCFKCKKCVKSFCIRLHKTQHKCVYITEKSCKCKECEKTFHWSSTLTNHKEIHTEDKPYKCEECGKAFKQLSTLTTHKIICAKEKIYKCEECGKAFLWSSTLTRHKRIHTGEKPYKCEECG.... Result: 1 (interaction). (2) The miRNA is hsa-miR-134-5p with sequence UGUGACUGGUUGACCAGAGGGG. The protein sequence of the target gene is MLTMSVTLSPLRSQGPDPMATDASPMAINMTPTVEQEEGEGEEAVKAIDAEQQYGKPPPLHTAADWKIVLHLPEIETWLRMTSERVRDLTYSVQQDADSKHVDVHLVQLKDICEDISDHVEQIHALLETEFSLKLLSYSVNVIVDIHAVQLLWHQLRVSVLVLRERILQGLQDANGNYTRQTDILQAFSEETTEGRLDSLTEVDDSGQLTIKCSQDYLSLDCGITAFELSDYSPSEDLLGGLGDMTTSQAKTKSFDSWSYSEMEKEFPELIRSVGLLTVATEPVPSSCGEANEDSSQASL.... Result: 0 (no interaction).